This data is from Full USPTO retrosynthesis dataset with 1.9M reactions from patents (1976-2016). The task is: Predict the reactants needed to synthesize the given product. (1) Given the product [C:24]([CH:8]1[C:9]2[C:4](=[C:3]([CH2:1][CH3:2])[CH:12]=[CH:11][CH:10]=2)[CH2:5][CH2:6][C:7]1([NH2:16])[C:13]([OH:15])=[O:14])([O:25][CH2:26][CH:27]1[C:28]2[C:33](=[CH:32][CH:31]=[CH:30][CH:29]=2)[C:34]2[C:39]1=[CH:38][CH:37]=[CH:36][CH:35]=2)=[O:40], predict the reactants needed to synthesize it. The reactants are: [CH2:1]([C:3]1[CH:12]=[CH:11][CH:10]=[C:9]2[C:4]=1[CH2:5][CH2:6][C:7]([NH2:16])([C:13]([OH:15])=[O:14])[CH2:8]2)[CH3:2].C(N(CC)CC)C.[C:24](=O)([O:40]N1C(=O)CCC1=O)[O:25][CH2:26][CH:27]1[C:39]2[CH:38]=[CH:37][CH:36]=[CH:35][C:34]=2[C:33]2[C:28]1=[CH:29][CH:30]=[CH:31][CH:32]=2. (2) Given the product [N+:1]([C:4]1[CH:5]=[CH:6][C:7]([S:10][CH2:15][C:16]2[CH:17]=[N:18][CH:19]=[CH:20][CH:21]=2)=[N:8][CH:9]=1)([O-:3])=[O:2], predict the reactants needed to synthesize it. The reactants are: [N+:1]([C:4]1[CH:5]=[CH:6][C:7]([SH:10])=[N:8][CH:9]=1)([O-:3])=[O:2].[OH-].[Na+].Cl.Cl[CH2:15][C:16]1[CH:17]=[N:18][CH:19]=[CH:20][CH:21]=1. (3) Given the product [CH2:23]([C@@:26]1([CH3:53])[CH2:31][C@H:30]([C:32]2[CH:37]=[CH:36][CH:35]=[C:34]([Cl:38])[CH:33]=2)[C@@H:29]([C:39]2[CH:40]=[CH:41][C:42]([Cl:45])=[CH:43][CH:44]=2)[N:28]([C@@H:46]([CH:49]([CH3:50])[CH3:51])[CH:47]=[O:48])[C:27]1=[O:52])[CH:24]=[CH2:25], predict the reactants needed to synthesize it. The reactants are: CC(OI1(OC(C)=O)(OC(C)=O)OC(=O)C2C=CC=CC1=2)=O.[CH2:23]([C@@:26]1([CH3:53])[CH2:31][C@H:30]([C:32]2[CH:37]=[CH:36][CH:35]=[C:34]([Cl:38])[CH:33]=2)[C@@H:29]([C:39]2[CH:44]=[CH:43][C:42]([Cl:45])=[CH:41][CH:40]=2)[N:28]([C@@H:46]([CH:49]([CH3:51])[CH3:50])[CH2:47][OH:48])[C:27]1=[O:52])[CH:24]=[CH2:25].O. (4) Given the product [C:28]([NH:31][NH:32][C:6]([C:5]1[CH:9]=[CH:10][C:2]([CH3:1])=[C:3]([NH:11][C:12](=[O:27])[C:13]2[CH:18]=[CH:17][C:16]([O:19][CH2:20][C:21]3[CH:26]=[CH:25][CH:24]=[CH:23][N:22]=3)=[CH:15][CH:14]=2)[CH:4]=1)=[O:7])(=[O:30])[CH3:29], predict the reactants needed to synthesize it. The reactants are: [CH3:1][C:2]1[CH:10]=[CH:9][C:5]([C:6](O)=[O:7])=[CH:4][C:3]=1[NH:11][C:12](=[O:27])[C:13]1[CH:18]=[CH:17][C:16]([O:19][CH2:20][C:21]2[CH:26]=[CH:25][CH:24]=[CH:23][N:22]=2)=[CH:15][CH:14]=1.[C:28]([NH:31][NH2:32])(=[O:30])[CH3:29].CCN(C(C)C)C(C)C.CN(C(ON1N=NC2C=CC=NC1=2)=[N+](C)C)C.F[P-](F)(F)(F)(F)F. (5) Given the product [C:1]([OH:20])(=[O:17])[CH2:2][CH2:3][CH2:4][CH2:5][CH2:6][CH2:7][CH2:8][CH2:9][CH2:10][CH2:11][CH2:12][CH2:13][CH2:14][C:15]#[CH:16], predict the reactants needed to synthesize it. The reactants are: [CH2:1]([OH:17])[CH2:2][CH2:3][CH2:4][CH2:5][CH2:6][CH2:7][CH2:8][CH2:9][CH2:10][CH2:11][CH2:12][CH2:13][CH2:14][C:15]#[CH:16].CC(C)=[O:20].OS(O)(=O)=O.O=[Cr](=O)=O.CC(O)C. (6) Given the product [NH2:1][C:2]1[N:3]([CH3:24])[C:4](=[O:23])[C:5]2([C:15]3[C:10](=[CH:11][CH:12]=[C:13]([C:33]4[CH:32]=[CH:31][CH:30]=[C:29]([S:26]([CH3:25])(=[O:28])=[O:27])[CH:34]=4)[CH:14]=3)[O:9][CH:8]([C:17]3[CH:22]=[CH:21][CH:20]=[CH:19][CH:18]=3)[CH2:7]2)[N:6]=1, predict the reactants needed to synthesize it. The reactants are: [NH2:1][C:2]1[N:3]([CH3:24])[C:4](=[O:23])[C:5]2([C:15]3[C:10](=[CH:11][CH:12]=[C:13](Br)[CH:14]=3)[O:9][CH:8]([C:17]3[CH:22]=[CH:21][CH:20]=[CH:19][CH:18]=3)[CH2:7]2)[N:6]=1.[CH3:25][S:26]([C:29]1[CH:30]=[C:31](B(O)O)[CH:32]=[CH:33][CH:34]=1)(=[O:28])=[O:27]. (7) Given the product [CH2:1]([O:8][C:9]1[CH:10]=[C:11]2[C:16](=[CH:17][C:18]=1[O:19][CH3:20])[CH:15](/[CH:21]=[CH:43]/[C:45]1[CH:64]=[C:49]([O:50][CH2:51][CH:52]3[CH2:53][CH2:54][NH:55][CH2:56][CH2:57]3)[C:48]([O:65][CH3:66])=[CH:47][C:46]=1[CH3:67])[NH:14][CH2:13][CH2:12]2)[C:2]1[CH:7]=[CH:6][CH:5]=[CH:4][CH:3]=1, predict the reactants needed to synthesize it. The reactants are: [CH2:1]([O:8][C:9]1[CH:10]=[C:11]2[C:16](=[CH:17][C:18]=1[O:19][CH3:20])[CH:15]([CH2:21]S(C1N(C3C=CC=CC=3)N=NN=1)(=O)=O)[N:14](C(OC(C)(C)C)=O)[CH2:13][CH2:12]2)[C:2]1[CH:7]=[CH:6][CH:5]=[CH:4][CH:3]=1.[CH:43]([C:45]1[C:46]([CH3:67])=[CH:47][C:48]([O:65][CH3:66])=[C:49]([CH:64]=1)[O:50][CH2:51][CH:52]1[CH2:57][CH2:56][N:55](C(OC(C)C)=O)[CH2:54][CH2:53]1)=O.C[Si]([N-][Si](C)(C)C)(C)C.[Li+].